The task is: Predict the product of the given reaction.. This data is from Forward reaction prediction with 1.9M reactions from USPTO patents (1976-2016). (1) Given the reactants [Cl:1][C:2]1[CH:3]=[C:4]([CH:9]=[CH:10][CH:11]=1)[C:5](Cl)=[N:6][OH:7].[CH3:12][CH:13]([OH:16])[C:14]#[CH:15].C(N(CC)CC)C, predict the reaction product. The product is: [Cl:1][C:2]1[CH:3]=[C:4]([C:5]2[CH:15]=[C:14]([CH:13]([OH:16])[CH3:12])[O:7][N:6]=2)[CH:9]=[CH:10][CH:11]=1. (2) Given the reactants CC1(C)[O:6][C@@H:5]([C@H:7]2[O:12][C:11]([CH3:14])([CH3:13])[O:10][C@H:9]3[C@@H:15]([O:19][CH2:20][CH3:21])[C:16](=[O:18])[O:17][C@@H:8]23)[CH2:4][O:3]1.O, predict the reaction product. The product is: [OH:6][C@@H:5]([C@H:7]1[O:12][C:11]([CH3:14])([CH3:13])[O:10][C@H:9]2[C@@H:15]([O:19][CH2:20][CH3:21])[C:16](=[O:18])[O:17][C@@H:8]12)[CH2:4][OH:3]. (3) Given the reactants [NH2:1][C:2]1[C:7]([C:8](=[N:10][OH:11])[NH2:9])=[CH:6][N:5]=[CH:4][N:3]=1.[Cl:12][C:13]1[CH:17]=[CH:16][S:15][C:14]=1[C:18](Cl)=O, predict the reaction product. The product is: [NH2:1][C:2]1[C:7]([C:8]2[N:9]=[C:18]([C:14]3[S:15][CH:16]=[CH:17][C:13]=3[Cl:12])[O:11][N:10]=2)=[CH:6][N:5]=[CH:4][N:3]=1. (4) Given the reactants [NH2:1][C:2]1[CH:7]=[CH:6][C:5]([S:8][C:9]2[C:18]3[C:13](=[CH:14][CH:15]=[CH:16][CH:17]=3)[NH:12]/[C:11](=[C:19]3/[C:20]([CH2:25][CH2:26][CH3:27])=[N:21][NH:22][C:23]/3=[O:24])/[CH:10]=2)=[CH:4][CH:3]=1.[CH3:28][N:29]1[CH2:33][CH2:32][CH2:31][C@@H:30]1[C:34](Cl)=[O:35], predict the reaction product. The product is: [CH3:28][N:29]1[CH2:33][CH2:32][CH2:31][C@@H:30]1[C:34]([NH:1][C:2]1[CH:3]=[CH:4][C:5]([S:8][C:9]2[C:18]3[C:13](=[CH:14][CH:15]=[CH:16][CH:17]=3)[NH:12]/[C:11](=[C:19]3/[C:20]([CH2:25][CH2:26][CH3:27])=[N:21][NH:22][C:23]/3=[O:24])/[CH:10]=2)=[CH:6][CH:7]=1)=[O:35].